The task is: Predict which catalyst facilitates the given reaction.. This data is from Catalyst prediction with 721,799 reactions and 888 catalyst types from USPTO. (1) Reactant: [Cl:1][C:2]1[CH:10]=[CH:9][C:8]2[NH:7][C:6]3[CH2:11][CH2:12][N:13]([CH3:15])[CH2:14][C:5]=3[C:4]=2[CH:3]=1.[OH-].[K+].[CH3:18][C:19]1[N:24]=[CH:23][C:22]([CH:25]=[CH2:26])=[CH:21][N:20]=1. Product: [Cl:1][C:2]1[CH:10]=[CH:9][C:8]2[N:7]([CH2:26][CH2:25][C:22]3[CH:21]=[N:20][C:19]([CH3:18])=[N:24][CH:23]=3)[C:6]3[CH2:11][CH2:12][N:13]([CH3:15])[CH2:14][C:5]=3[C:4]=2[CH:3]=1. The catalyst class is: 264. (2) Reactant: [C:1]([CH:3]1[CH2:6][N:5]([C:7]([O:9][C:10]([CH3:13])([CH3:12])[CH3:11])=[O:8])[CH2:4]1)#[N:2].C[Si]([N-][Si](C)(C)C)(C)C.[Li+].I[CH2:25][CH3:26]. Product: [C:10]([O:9][C:7]([N:5]1[CH2:6][C:3]([C:1]#[N:2])([CH2:25][CH3:26])[CH2:4]1)=[O:8])([CH3:13])([CH3:12])[CH3:11]. The catalyst class is: 1. (3) The catalyst class is: 14. Reactant: Br[CH2:2][C:3]([C:5]1[C:6](=[O:17])[NH:7][C:8]([CH2:15][CH3:16])=[C:9]([C:11](=[O:14])[CH2:12][CH3:13])[CH:10]=1)=O.[C:18]1([S:24]([CH2:27][C:28](=[S:30])[NH2:29])(=[O:26])=[O:25])[CH:23]=[CH:22][CH:21]=[CH:20][CH:19]=1. Product: [C:18]1([S:24]([CH2:27][C:28]2[S:30][CH:2]=[C:3]([C:5]3[C:6](=[O:17])[NH:7][C:8]([CH2:15][CH3:16])=[C:9]([C:11](=[O:14])[CH2:12][CH3:13])[CH:10]=3)[N:29]=2)(=[O:25])=[O:26])[CH:19]=[CH:20][CH:21]=[CH:22][CH:23]=1. (4) The catalyst class is: 7. Product: [N:60]([C@@H:9]1[CH2:10][CH2:11][C@@H:7]([O:6][Si:5]([C:1]([CH3:4])([CH3:3])[CH3:2])([CH3:14])[CH3:13])[CH2:8]1)=[N+:61]=[N-:62]. Reactant: [C:1]([Si:5]([CH3:14])([CH3:13])[O:6][C@@H:7]1[CH2:11][CH2:10][C@H:9](O)[CH2:8]1)([CH3:4])([CH3:3])[CH3:2].C1(P(C2C=CC=CC=2)C2C=CC=CC=2)C=CC=CC=1.N(C(OCC)=O)=NC(OCC)=O.C1(P([N:60]=[N+:61]=[N-:62])(C2C=CC=CC=2)=O)C=CC=CC=1. (5) Reactant: [CH3:1][O:2][C:3]1[C:11]2[CH:10]=[C:9]([C:12]([OH:14])=O)[O:8][C:7]=2[CH:6]=[CH:5][CH:4]=1.C(N1C=CN=C1)(N1C=CN=C1)=O.[CH3:27][C:28]([NH:30][NH2:31])=[O:29].O. Product: [CH3:1][O:2][C:3]1[C:11]2[CH:10]=[C:9]([C:12]([NH:31][NH:30][C:28](=[O:29])[CH3:27])=[O:14])[O:8][C:7]=2[CH:6]=[CH:5][CH:4]=1. The catalyst class is: 1. (6) Reactant: [Br:1][C:2]1[CH:9]=[C:8](F)[CH:7]=[CH:6][C:3]=1[C:4]#[N:5].[CH2:11]1[CH2:18][CH:17]([NH2:19])[C:15](=[O:16])[NH:14][CH2:13][CH2:12]1.Cl.CCN(C(C)C)C(C)C.O. Product: [Br:1][C:2]1[CH:9]=[C:8]([NH:19][CH:17]2[CH2:18][CH2:11][CH2:12][CH2:13][NH:14][C:15]2=[O:16])[CH:7]=[CH:6][C:3]=1[C:4]#[N:5]. The catalyst class is: 197. (7) Reactant: [CH3:1][O:2][C:3]1[CH:4]=[C:5]([C:11]2[C@@H:20]3[C@@H:15]([CH2:16][CH2:17][CH2:18][CH2:19]3)[C:14](=[O:21])[N:13]([CH:22]3[CH2:27][CH2:26][N:25]([C:28](=[O:48])[C@@H:29]([NH:40]C(=O)OC(C)(C)C)[CH2:30][CH2:31][C:32](=[O:39])[N:33]4[CH2:38][CH2:37][CH2:36][CH2:35][CH2:34]4)[CH2:24][CH2:23]3)[N:12]=2)[CH:6]=[CH:7][C:8]=1[O:9][CH3:10].[ClH:49]. Product: [ClH:49].[NH2:40][C@@H:29]([CH2:30][CH2:31][C:32]([N:33]1[CH2:34][CH2:35][CH2:36][CH2:37][CH2:38]1)=[O:39])[C:28]([N:25]1[CH2:24][CH2:23][CH:22]([N:13]2[N:12]=[C:11]([C:5]3[CH:6]=[CH:7][C:8]([O:9][CH3:10])=[C:3]([O:2][CH3:1])[CH:4]=3)[C@@H:20]3[C@@H:15]([CH2:16][CH2:17][CH2:18][CH2:19]3)[C:14]2=[O:21])[CH2:27][CH2:26]1)=[O:48]. The catalyst class is: 1.